This data is from Merck oncology drug combination screen with 23,052 pairs across 39 cell lines. The task is: Regression. Given two drug SMILES strings and cell line genomic features, predict the synergy score measuring deviation from expected non-interaction effect. Drug 1: COc1cccc2c1C(=O)c1c(O)c3c(c(O)c1C2=O)CC(O)(C(=O)CO)CC3OC1CC(N)C(O)C(C)O1. Drug 2: CC(C)CC(NC(=O)C(Cc1ccccc1)NC(=O)c1cnccn1)B(O)O. Cell line: PA1. Synergy scores: synergy=-7.23.